This data is from Peptide-MHC class I binding affinity with 185,985 pairs from IEDB/IMGT. The task is: Regression. Given a peptide amino acid sequence and an MHC pseudo amino acid sequence, predict their binding affinity value. This is MHC class I binding data. The peptide sequence is LYRIDGAHL. The MHC is HLA-A29:02 with pseudo-sequence HLA-A29:02. The binding affinity (normalized) is 0.